Dataset: Catalyst prediction with 721,799 reactions and 888 catalyst types from USPTO. Task: Predict which catalyst facilitates the given reaction. (1) Reactant: [O:1]=[C:2]([CH:4]([NH:8][C:9](=[O:13])[N:10]([CH3:12])[CH3:11])[C:5](=[O:7])[CH3:6])[CH3:3].C=C[C@@H]1[C@@H]2C[C@@H:23]([C@H:24](O)[C:25]3C=CN=[C:29]4[CH:34]=[CH:33][CH:32]=[CH:31][C:30]=34)[N:18](CC2)C1.[CH3:36][CH2:37][O:38][C:39](C)=[O:40]. Product: [C:2]([C:4]([NH:8][C:9]([N:10]([CH3:11])[CH3:12])=[O:13])([C:5](=[O:7])[CH3:6])[C@H:23]([NH:18][C:39](=[O:40])[O:38][CH2:37][C:36]1[CH:6]=[CH:5][CH:4]=[CH:2][CH:3]=1)/[CH:24]=[CH:25]/[C:30]1[CH:31]=[CH:32][CH:33]=[CH:34][CH:29]=1)(=[O:1])[CH3:3]. The catalyst class is: 2. (2) Reactant: Cl.Cl.[NH2:3][CH:4]([C:16]1[CH:21]=[CH:20][CH:19]=[CH:18][CH:17]=1)[C:5]([O:7][C@@H:8]1[CH:13]2[CH2:14][CH2:15][N:10]([CH2:11][CH2:12]2)[CH2:9]1)=[O:6].C(N(CC)CC)C.[F:29][C:30]1[CH:31]=[C:32]([S:37](Cl)(=[O:39])=[O:38])[CH:33]=[CH:34][C:35]=1[F:36]. Product: [F:29][C:30]1[CH:31]=[C:32]([S:37]([NH:3][CH:4]([C:16]2[CH:21]=[CH:20][CH:19]=[CH:18][CH:17]=2)[C:5]([O:7][C@@H:8]2[CH:13]3[CH2:12][CH2:11][N:10]([CH2:15][CH2:14]3)[CH2:9]2)=[O:6])(=[O:38])=[O:39])[CH:33]=[CH:34][C:35]=1[F:36]. The catalyst class is: 2. (3) Reactant: [Br:1][C:2]1[CH:10]=[CH:9][CH:8]=[C:7]([Br:11])[C:3]=1[C:4]([OH:6])=O.C(Cl)(=O)C(Cl)=O.[NH2:18][C:19]1[N:23]([C:24]2[CH:29]=[CH:28][C:27]([F:30])=[CH:26][CH:25]=2)[N:22]=[CH:21][C:20]=1[C:31]([NH:33][CH2:34][C:35]([CH2:41][NH2:42])([OH:40])[C:36]([F:39])([F:38])[F:37])=[O:32].C(N(C(C)C)CC)(C)C. Product: [NH2:18][C:19]1[N:23]([C:24]2[CH:25]=[CH:26][C:27]([F:30])=[CH:28][CH:29]=2)[N:22]=[CH:21][C:20]=1[C:31]([NH:33][CH2:34][C:35]([CH2:41][NH:42][C:4]([C:3]1[C:7]([Br:11])=[CH:8][CH:9]=[CH:10][C:2]=1[Br:1])=[O:6])([OH:40])[C:36]([F:39])([F:38])[F:37])=[O:32]. The catalyst class is: 213. (4) Reactant: Cl[C:2]1[N:7]=[CH:6][C:5](/[CH:8]=[CH:9]/[C:10]2[CH:11]=[C:12]([CH:17]=[C:18]([O:21][CH3:22])[C:19]=2[F:20])[C:13]([O:15][CH3:16])=[O:14])=[CH:4][N:3]=1.[CH2:23]([N:25]1[CH:29]=[C:28]([NH2:30])[CH:27]=[N:26]1)[CH3:24].C1(C)C=CC(S(O)(=O)=O)=CC=1. Product: [CH2:23]([N:25]1[CH:29]=[C:28]([NH:30][C:2]2[N:7]=[CH:6][C:5](/[CH:8]=[CH:9]/[C:10]3[CH:11]=[C:12]([CH:17]=[C:18]([O:21][CH3:22])[C:19]=3[F:20])[C:13]([O:15][CH3:16])=[O:14])=[CH:4][N:3]=2)[CH:27]=[N:26]1)[CH3:24]. The catalyst class is: 41. (5) Reactant: [NH2:1][CH2:2][CH2:3][CH2:4][C:5]1[CH:10]=[CH:9][C:8]([C:11]2[CH:16]=[CH:15][C:14]([C:17]([O:19][CH2:20][CH3:21])=[O:18])=[CH:13][CH:12]=2)=[CH:7][CH:6]=1.[Cl:22][C:23]1[CH:28]=[CH:27][C:26]([C@@H:29]2[CH2:31][O:30]2)=[CH:25][N:24]=1. Product: [Cl:22][C:23]1[N:24]=[CH:25][C:26]([C@@H:29]([OH:30])[CH2:31][NH:1][CH2:2][CH2:3][CH2:4][C:5]2[CH:10]=[CH:9][C:8]([C:11]3[CH:16]=[CH:15][C:14]([C:17]([O:19][CH2:20][CH3:21])=[O:18])=[CH:13][CH:12]=3)=[CH:7][CH:6]=2)=[CH:27][CH:28]=1. The catalyst class is: 8.